This data is from Full USPTO retrosynthesis dataset with 1.9M reactions from patents (1976-2016). The task is: Predict the reactants needed to synthesize the given product. (1) Given the product [N+:1]([C:4]1[CH:5]=[CH:6][C:7]([CH:10]([OH:16])[CH2:11][OH:12])=[CH:8][CH:9]=1)([O-:3])=[O:2], predict the reactants needed to synthesize it. The reactants are: [N+:1]([C:4]1[CH:9]=[CH:8][C:7]([C:10](=[O:16])[C:11](OCC)=[O:12])=[CH:6][CH:5]=1)([O-:3])=[O:2].[BH4-].[Na+]. (2) The reactants are: C([O-])([O-])=O.[Cs+].[Cs+].[Cl:7][C:8]1[CH:23]=[CH:22][C:11]2[N:12]=[C:13]([NH2:21])[C:14]3[CH:15]=[CH:16][C:17]([CH3:20])=[N:18][C:19]=3[C:10]=2[CH:9]=1.I[C:25]1[CH:30]=[CH:29][CH:28]=[CH:27][C:26]=1I.CNCCNC. Given the product [Cl:7][C:8]1[CH:23]=[CH:22][C:11]2[N:12]3[C:26]4[CH:27]=[CH:28][CH:29]=[CH:30][C:25]=4[N:21]=[C:13]3[C:14]3[CH:15]=[CH:16][C:17]([CH3:20])=[N:18][C:19]=3[C:10]=2[CH:9]=1, predict the reactants needed to synthesize it.